From a dataset of Full USPTO retrosynthesis dataset with 1.9M reactions from patents (1976-2016). Predict the reactants needed to synthesize the given product. (1) Given the product [Br:36][C:33]1[CH:32]=[CH:31][C:30]([CH2:29][N:26]2[CH2:25][CH2:24][C:23]3([CH2:22][CH2:21][N:20]([CH2:19][CH:10]4[CH:11]([C:13]5[CH:18]=[CH:17][CH:16]=[CH:15][CH:14]=5)[CH2:12][NH:8][CH2:9]4)[CH2:38][CH2:37]3)[C:27]2=[O:28])=[CH:35][CH:34]=1, predict the reactants needed to synthesize it. The reactants are: C(OC([N:8]1[CH2:12][CH:11]([C:13]2[CH:18]=[CH:17][CH:16]=[CH:15][CH:14]=2)[CH:10]([CH2:19][N:20]2[CH2:38][CH2:37][C:23]3([C:27](=[O:28])[N:26]([CH2:29][C:30]4[CH:35]=[CH:34][C:33]([Br:36])=[CH:32][CH:31]=4)[CH2:25][CH2:24]3)[CH2:22][CH2:21]2)[CH2:9]1)=O)(C)(C)C.C(Cl)Cl.C(O)(C(F)(F)F)=O. (2) Given the product [F:48][C:30]1[CH:29]=[C:28]([C:2]2[CH:3]=[C:4]([NH:10][C:11]3[CH:20]=[CH:19][C:18]4[CH2:17][N:16]([CH3:21])[CH2:15][CH2:14][C:13]=4[N:12]=3)[C:5](=[O:9])[N:6]([CH3:8])[CH:7]=2)[C:27]([CH2:26][O:25][C:22](=[O:24])[CH3:23])=[C:32]([N:33]2[CH2:44][CH2:43][N:42]3[C:35](=[CH:36][C:37]4[CH2:38][C:39]([CH3:45])([CH3:46])[CH2:40][C:41]=43)[C:34]2=[O:47])[CH:31]=1, predict the reactants needed to synthesize it. The reactants are: Br[C:2]1[CH:3]=[C:4]([NH:10][C:11]2[CH:20]=[CH:19][C:18]3[CH2:17][N:16]([CH3:21])[CH2:15][CH2:14][C:13]=3[N:12]=2)[C:5](=[O:9])[N:6]([CH3:8])[CH:7]=1.[C:22]([O:25][CH2:26][C:27]1[C:32]([N:33]2[CH2:44][CH2:43][N:42]3[C:35](=[CH:36][C:37]4[CH2:38][C:39]([CH3:46])([CH3:45])[CH2:40][C:41]=43)[C:34]2=[O:47])=[CH:31][C:30]([F:48])=[CH:29][C:28]=1B1OC(C)(C)C(C)(C)O1)(=[O:24])[CH3:23]. (3) The reactants are: [Br:1][C:2]1[CH:7]=[CH:6][C:5]([S:8](Cl)(=[O:10])=[O:9])=[CH:4][C:3]=1[F:12].[CH3:13][NH2:14]. Given the product [Br:1][C:2]1[CH:7]=[CH:6][C:5]([S:8]([NH:14][CH3:13])(=[O:10])=[O:9])=[CH:4][C:3]=1[F:12], predict the reactants needed to synthesize it. (4) Given the product [Cl:21][C:13]1[CH:14]=[C:15]([O:18][CH2:19][CH3:20])[CH:16]=[CH:17][C:12]=1[CH2:11][N:7]1[C:6]2[CH:22]=[C:2]([C:26]3[CH:27]=[C:28]([CH:32]=[CH:33][CH:34]=3)[C:29]([OH:31])=[O:30])[CH:3]=[C:4]([CH3:23])[C:5]=2[N:9]=[C:8]1[CH3:10], predict the reactants needed to synthesize it. The reactants are: Br[C:2]1[CH:3]=[C:4]([CH3:23])[C:5]2[N:9]=[C:8]([CH3:10])[N:7]([CH2:11][C:12]3[CH:17]=[CH:16][C:15]([O:18][CH2:19][CH3:20])=[CH:14][C:13]=3[Cl:21])[C:6]=2[CH:22]=1.OB(O)[C:26]1[CH:27]=[C:28]([CH:32]=[CH:33][CH:34]=1)[C:29]([OH:31])=[O:30]. (5) Given the product [CH3:1][N:2]([CH2:13][C:14]1[N:18]([CH2:19][C@H:20]2[CH2:25][CH2:24][CH2:23][N:22](/[C:37](/[NH:38][C:39](=[O:45])[O:40][C:41]([CH3:44])([CH3:43])[CH3:42])=[N:36]/[C:35](=[O:72])[O:34][C:31]([CH3:33])([CH3:32])[CH3:30])[CH2:21]2)[C:17]2[CH:26]=[CH:27][CH:28]=[CH:29][C:16]=2[N:15]=1)[C@H:3]1[C:12]2[N:11]=[CH:10][CH:9]=[CH:8][C:7]=2[CH2:6][CH2:5][CH2:4]1, predict the reactants needed to synthesize it. The reactants are: [CH3:1][N:2]([CH2:13][C:14]1[N:18]([CH2:19][C@H:20]2[CH2:25][CH2:24][CH2:23][NH:22][CH2:21]2)[C:17]2[CH:26]=[CH:27][CH:28]=[CH:29][C:16]=2[N:15]=1)[C@H:3]1[C:12]2[N:11]=[CH:10][CH:9]=[CH:8][C:7]=2[CH2:6][CH2:5][CH2:4]1.[CH3:30][C:31]([O:34][C:35](=[O:72])[NH:36]/[C:37](/NCCCN1C2C=CC=CC=2N=C1CN(C)C1C2N=CC=CC=2CCC1)=[N:38]/[C:39](=[O:45])[O:40][C:41]([CH3:44])([CH3:43])[CH3:42])([CH3:33])[CH3:32].